Dataset: Forward reaction prediction with 1.9M reactions from USPTO patents (1976-2016). Task: Predict the product of the given reaction. (1) Given the reactants [NH2:1][C@H:2]([CH3:19])[CH2:3][N:4]1[CH:8]=[CH:7][C:6]([C:9]2[CH:16]=[C:15]([F:17])[C:12]([C:13]#[N:14])=[C:11]([Cl:18])[CH:10]=2)=[N:5]1.[CH3:20][C:21]1[NH:22][CH:23]=[C:24]([C:26](O)=[O:27])[N:25]=1, predict the reaction product. The product is: [Cl:18][C:11]1[CH:10]=[C:9]([C:6]2[CH:7]=[CH:8][N:4]([CH2:3][C@H:2]([NH:1][C:26]([C:24]3[N:25]=[C:21]([CH3:20])[NH:22][CH:23]=3)=[O:27])[CH3:19])[N:5]=2)[CH:16]=[C:15]([F:17])[C:12]=1[C:13]#[N:14]. (2) Given the reactants Br[C:2]1[C:3]2[CH2:11][N:10]([C:12]3[CH:17]=[CH:16][C:15]([Cl:18])=[CH:14][N:13]=3)[CH2:9][CH2:8][C:4]=2[N:5]=[CH:6][N:7]=1.[F:19][C:20]([F:31])([F:30])[C:21]1[N:26]=[CH:25][C:24]([C@H:27]([NH2:29])[CH3:28])=[CH:23][CH:22]=1.C(N(CC)C(C)C)(C)C, predict the reaction product. The product is: [Cl:18][C:15]1[CH:16]=[CH:17][C:12]([N:10]2[CH2:9][CH2:8][C:4]3[N:5]=[CH:6][N:7]=[C:2]([NH:29][C@@H:27]([C:24]4[CH:25]=[N:26][C:21]([C:20]([F:31])([F:19])[F:30])=[CH:22][CH:23]=4)[CH3:28])[C:3]=3[CH2:11]2)=[N:13][CH:14]=1.